From a dataset of Forward reaction prediction with 1.9M reactions from USPTO patents (1976-2016). Predict the product of the given reaction. (1) The product is: [CH3:1][N:2]([C@H:3]1[C:12]2[C:7](=[CH:8][CH:9]=[CH:10][CH:11]=2)[C@H:6]([OH:13])[CH2:5][CH2:4]1)[C:41]([C:39]1[N:40]=[C:36]([CH:33]2[CH2:34][CH2:35][N:30]([C:28](=[O:29])[CH2:27][N:26]3[C:22]([CH3:21])=[CH:23][C:24]([C:44]([F:45])([F:47])[F:46])=[N:25]3)[CH2:31][CH2:32]2)[S:37][CH:38]=1)=[O:42]. Given the reactants [CH3:1][NH:2][C@H:3]1[C:12]2[C:7](=[CH:8][CH:9]=[CH:10][CH:11]=2)[C@H:6]([OH:13])[CH2:5][CH2:4]1.C(N(CC)CC)C.[CH3:21][C:22]1[N:26]([CH2:27][C:28]([N:30]2[CH2:35][CH2:34][CH:33]([C:36]3[S:37][CH:38]=[C:39]([C:41](Cl)=[O:42])[N:40]=3)[CH2:32][CH2:31]2)=[O:29])[N:25]=[C:24]([C:44]([F:47])([F:46])[F:45])[CH:23]=1, predict the reaction product. (2) Given the reactants [Br:1][C:2]1[CH:15]=[CH:14][CH:13]=[CH:12][C:3]=1[O:4][C:5]1[N:10]=[CH:9][C:8]([NH2:11])=[CH:7][N:6]=1.Cl[C:17]1[C:26]2[C:21](=[CH:22][CH:23]=[CH:24][CH:25]=2)[C:20]([C:27]2[CH:32]=[CH:31][CH:30]=[CH:29][CH:28]=2)=[N:19][N:18]=1.CC(O)CC.C1C2C(=CC=CC=2)C=NN=1, predict the reaction product. The product is: [Br:1][C:2]1[CH:15]=[CH:14][CH:13]=[CH:12][C:3]=1[O:4][C:5]1[N:6]=[CH:7][C:8]([NH:11][C:17]2[C:26]3[C:21](=[CH:22][CH:23]=[CH:24][CH:25]=3)[C:20]([C:27]3[CH:32]=[CH:31][CH:30]=[CH:29][CH:28]=3)=[N:19][N:18]=2)=[CH:9][N:10]=1. (3) Given the reactants [CH3:1][C:2]([S:30]([CH3:33])(=[O:32])=[O:31])([CH2:13][CH2:14][C:15]1[CH:20]=[CH:19][C:18](B2OC(C)(C)C(C)(C)O2)=[CH:17][CH:16]=1)[C:3]([NH:5][O:6][CH:7]1[CH2:12][CH2:11][CH2:10][CH2:9][O:8]1)=[O:4].Br[C:35]1[CH:36]=[CH:37][C:38](=[C:41]2[C:46](=[O:47])OC(C)(C)OC2=O)NC=1.IC1C=CC=CC=1O.[F-].[Cs+], predict the reaction product. The product is: [OH:47][C:46]1[CH:35]=[CH:36][CH:37]=[CH:38][C:41]=1[C:18]1[CH:17]=[CH:16][C:15]([CH2:14][CH2:13][C:2]([CH3:1])([S:30]([CH3:33])(=[O:32])=[O:31])[C:3]([NH:5][O:6][CH:7]2[CH2:12][CH2:11][CH2:10][CH2:9][O:8]2)=[O:4])=[CH:20][CH:19]=1. (4) Given the reactants [Cl-].[Al+3].[Cl-].[Cl-].[S:5]1[C:9]2[NH:10][C:11]([C:13]([O:15][CH2:16][CH3:17])=[O:14])=[CH:12][C:8]=2[CH:7]=[CH:6]1.[Cl:18][C:19]1[CH:27]=[CH:26][C:22]([C:23](Cl)=[O:24])=[CH:21][CH:20]=1, predict the reaction product. The product is: [Cl:18][C:19]1[CH:27]=[CH:26][C:22]([C:23]([C:6]2[S:5][C:9]3[NH:10][C:11]([C:13]([O:15][CH2:16][CH3:17])=[O:14])=[CH:12][C:8]=3[CH:7]=2)=[O:24])=[CH:21][CH:20]=1.